This data is from Catalyst prediction with 721,799 reactions and 888 catalyst types from USPTO. The task is: Predict which catalyst facilitates the given reaction. Reactant: [Cl:1][C:2]1[CH:3]=[C:4]2[C:10]([C:11]3[N:16]=[C:15]([CH:17](C(OCC)=O)[C:18]([O:20]CC)=[O:19])[CH:14]=[N:13][CH:12]=3)=[CH:9][N:8](S(C3C=CC(C)=CC=3)(=O)=O)[C:5]2=[N:6][CH:7]=1.C(=O)([O-])[O-].[K+].[K+]. Product: [Cl:1][C:2]1[CH:3]=[C:4]2[C:10]([C:11]3[N:16]=[C:15]([CH2:17][C:18]([OH:20])=[O:19])[CH:14]=[N:13][CH:12]=3)=[CH:9][NH:8][C:5]2=[N:6][CH:7]=1. The catalyst class is: 88.